Dataset: Catalyst prediction with 721,799 reactions and 888 catalyst types from USPTO. Task: Predict which catalyst facilitates the given reaction. (1) Reactant: S(O)(O)(=O)=O.[CH3:6][S:7][C:8](=[NH:10])N.[CH3:11][C:12]1[NH:16][C:15]([C:17]2[CH:22]=[CH:21][CH:20]=[CH:19][CH:18]=2)=[N:14][C:13]=1[CH2:23][CH2:24][O:25][C:26]1[CH:27]=[C:28]([CH:31]=[CH:32][CH:33]=1)[CH:29]=O.OC1C=[C:37](C=CC=1)[CH:38]=[O:39].ClCCC1N=C(C2C=CC=CC=2)[NH:49][C:50]=1[CH3:51].[C:58]([CH2:60]C(OCC)=O)#[N:59].O=P(Cl)(Cl)Cl.[SH:71][CH2:72]C(OCC)=O. Product: [NH2:59][C:58]1[C:60]2[C:29]([C:28]3[CH:31]=[CH:32][CH:33]=[C:26]([O:25][CH2:24][CH2:23][C:13]4[N:14]=[C:15]([C:17]5[CH:22]=[CH:21][CH:20]=[CH:19][CH:18]=5)[NH:16][C:12]=4[CH3:11])[CH:27]=3)=[N:49][C:50]([CH3:51])=[N:10][C:8]=2[S:7][C:6]=1[C:72]([O:39][CH2:38][CH3:37])=[S:71]. The catalyst class is: 96. (2) Product: [CH3:1][C:2]1[CH:7]=[CH:6][C:5]([C:8]2[O:9][C:10]([CH3:13])=[N:11][N:12]=2)=[CH:4][C:3]=1[C:14]1[CH:15]=[CH:16][C:17]([C:20]([NH:29][CH:27]([CH3:28])[CH2:26][CH2:25][CH3:24])=[O:22])=[CH:18][CH:19]=1. The catalyst class is: 3. Reactant: [CH3:1][C:2]1[CH:7]=[CH:6][C:5]([C:8]2[O:9][C:10]([CH3:13])=[N:11][N:12]=2)=[CH:4][C:3]=1[C:14]1[CH:19]=[CH:18][C:17]([C:20]([OH:22])=O)=[CH:16][CH:15]=1.C1[CH:24]=[CH:25][C:26]2N(O)N=[N:29][C:27]=2[CH:28]=1.Cl.CN(C)CCCN=C=NCC.CC(N)CCC. (3) Reactant: [CH3:1][C@H:2]1[CH2:7][NH:6][C@H:5]([CH3:8])[CH2:4][N:3]1[C:9]1[N:10]=[N:11][C:12]([C:19]2[CH:24]=[CH:23][CH:22]=[CH:21][CH:20]=2)=[C:13]2[CH:18]=[CH:17][N:16]=[CH:15][C:14]=12.CCN=C=NCCCN(C)C.[F:36][C:37]1([F:46])[CH2:42][CH2:41][CH:40]([C:43](O)=[O:44])[CH2:39][CH2:38]1.N1C2C(=NC=CC=2)N(O)N=1.C(=O)([O-])[O-].[Na+].[Na+]. Product: [F:36][C:37]1([F:46])[CH2:42][CH2:41][CH:40]([C:43]([N:6]2[CH2:7][C@@H:2]([CH3:1])[N:3]([C:9]3[N:10]=[N:11][C:12]([C:19]4[CH:24]=[CH:23][CH:22]=[CH:21][CH:20]=4)=[C:13]4[CH:18]=[CH:17][N:16]=[CH:15][C:14]=34)[CH2:4][C@@H:5]2[CH3:8])=[O:44])[CH2:39][CH2:38]1. The catalyst class is: 39. (4) The catalyst class is: 9. Product: [F:1][C:2]1[CH:10]=[CH:9][C:8]([CH2:11][C:12]2[C:21]3[C:16](=[CH:17][CH:18]=[CH:19][CH:20]=3)[C:15](=[O:22])[NH:14][N:13]=2)=[CH:7][C:3]=1[C:4]([N:54]1[CH2:55][CH2:56][N:51]2[N:50]=[C:49]([C:48]([F:58])([F:47])[F:59])[N:57]=[C:52]2[CH2:53]1)=[O:5]. Reactant: [F:1][C:2]1[CH:10]=[CH:9][C:8]([CH2:11][C:12]2[C:21]3[C:16](=[CH:17][CH:18]=[CH:19][CH:20]=3)[C:15](=[O:22])[NH:14][N:13]=2)=[CH:7][C:3]=1[C:4](O)=[O:5].F[P-](F)(F)(F)(F)F.N1(OC(N(C)C)=[N+](C)C)C2C=CC=CC=2N=N1.[F:47][C:48]([F:59])([F:58])[C:49]1[N:57]=[C:52]2[CH2:53][NH:54][CH2:55][CH2:56][N:51]2[N:50]=1.C(N(CC)C(C)C)(C)C. (5) Product: [C:12]([O:11][C:9](=[O:10])[NH:36][CH:33]1[CH2:32][CH2:31][C:30]2[C:35](=[C:26]([NH:25][C:24]([O:23][CH2:16][C:17]3[CH:22]=[CH:21][CH:20]=[CH:19][CH:18]=3)=[O:37])[CH:27]=[CH:28][CH:29]=2)[CH2:34]1)([CH3:13])([CH3:14])[CH3:15]. The catalyst class is: 2. Reactant: [C:12]([O:11][C:9](O[C:9]([O:11][C:12]([CH3:15])([CH3:14])[CH3:13])=[O:10])=[O:10])([CH3:15])([CH3:14])[CH3:13].[CH2:16]([O:23][C:24](=[O:37])[NH:25][C:26]1[C:35]2[CH2:34][CH:33]([NH2:36])[CH2:32][CH2:31][C:30]=2[CH:29]=[CH:28][CH:27]=1)[C:17]1[CH:22]=[CH:21][CH:20]=[CH:19][CH:18]=1.C(N(C(C)C)CC)(C)C. (6) Reactant: Br[C:2]#[C:3][C:4]1[O:8][N:7]=[C:6]([CH2:9][CH2:10][C:11]([CH3:21])([S:17]([CH3:20])(=[O:19])=[O:18])[C:12]([O:14][CH2:15][CH3:16])=[O:13])[CH:5]=1.[OH:22][CH2:23][C:24]1[CH:29]=[CH:28][C:27](B(O)O)=[CH:26][CH:25]=1.C(=O)([O-])[O-].[Na+].[Na+].C(Cl)Cl. Product: [OH:22][CH2:23][C:24]1[CH:29]=[CH:28][C:27]([C:2]#[C:3][C:4]2[O:8][N:7]=[C:6]([CH2:9][CH2:10][C:11]([CH3:21])([S:17]([CH3:20])(=[O:19])=[O:18])[C:12]([O:14][CH2:15][CH3:16])=[O:13])[CH:5]=2)=[CH:26][CH:25]=1. The catalyst class is: 710.